This data is from Full USPTO retrosynthesis dataset with 1.9M reactions from patents (1976-2016). The task is: Predict the reactants needed to synthesize the given product. Given the product [O:3]1[CH2:7][CH2:6][C@@H:5]([O:8][C:10]2[N:15]=[C:14]([NH2:16])[CH:13]=[CH:12][N:11]=2)[CH2:4]1, predict the reactants needed to synthesize it. The reactants are: [H-].[Na+].[O:3]1[CH2:7][CH2:6][C@@H:5]([OH:8])[CH2:4]1.Cl[C:10]1[N:15]=[C:14]([NH2:16])[CH:13]=[CH:12][N:11]=1.[NH4+].[Cl-].